From a dataset of Full USPTO retrosynthesis dataset with 1.9M reactions from patents (1976-2016). Predict the reactants needed to synthesize the given product. (1) Given the product [Br:9][C:10]1[N:11]=[C:12]([O:28][CH3:29])[C:13]([NH:16][S:17]([C:20]2[CH:25]=[CH:24][CH:23]=[C:22]([Cl:26])[C:21]=2[Cl:27])(=[O:18])=[O:19])=[N:14][C:15]=1[N+:7]([O-:8])=[O:6], predict the reactants needed to synthesize it. The reactants are: F[B-](F)(F)F.[O:6]=[N+:7]=[O:8].[Br:9][C:10]1[N:11]=[C:12]([O:28][CH3:29])[C:13]([NH:16][S:17]([C:20]2[CH:25]=[CH:24][CH:23]=[C:22]([Cl:26])[C:21]=2[Cl:27])(=[O:19])=[O:18])=[N:14][CH:15]=1. (2) Given the product [F:3][C:4]1[CH:5]=[C:6]([CH:7]=[CH:8][C:9]=1[N+:10]([O-:12])=[O:11])[O:13][C:15]1[CH:20]=[CH:19][N:18]=[C:17]([S:21][CH3:22])[N:16]=1, predict the reactants needed to synthesize it. The reactants are: [H-].[Na+].[F:3][C:4]1[CH:5]=[C:6]([OH:13])[CH:7]=[CH:8][C:9]=1[N+:10]([O-:12])=[O:11].Cl[C:15]1[CH:20]=[CH:19][N:18]=[C:17]([S:21][CH3:22])[N:16]=1. (3) Given the product [CH2:1]([N:3]([C:39](=[O:40])[C:38]1[CH:42]=[CH:43][C:35]([OH:34])=[C:36]([F:44])[CH:37]=1)[C:4]1[CH:9]=[C:8]([O:10][CH3:11])[C:7]([O:12][CH3:13])=[CH:6][C:5]=1[C@@H:14]1[CH2:23][CH2:22][C:21]2[CH:20]=[C:19]([O:24][C:25](=[O:30])[C:26]([CH3:29])([CH3:28])[CH3:27])[CH:18]=[CH:17][C:16]=2[CH2:15]1)[CH3:2], predict the reactants needed to synthesize it. The reactants are: [CH2:1]([NH:3][C:4]1[CH:9]=[C:8]([O:10][CH3:11])[C:7]([O:12][CH3:13])=[CH:6][C:5]=1[C@@H:14]1[CH2:23][CH2:22][C:21]2[CH:20]=[C:19]([O:24][C:25](=[O:30])[C:26]([CH3:29])([CH3:28])[CH3:27])[CH:18]=[CH:17][C:16]=2[CH2:15]1)[CH3:2].C([O:34][C:35]1[CH:43]=[CH:42][C:38]([C:39](O)=[O:40])=[CH:37][C:36]=1[F:44])(=O)C.C(OC1C=CC(C(CCNC2C=C(OC)C(OC)=CC=2[C@@H]2CCC3C=C(OC(=O)C(C)(C)C)C=CC=3C2)=O)=CC=1F)(=O)C. (4) Given the product [CH3:14][C:8]1[C:9]([N+:1]([O-:4])=[O:2])=[CH:10][NH:6][C:7]=1[C:11]([OH:13])=[O:12], predict the reactants needed to synthesize it. The reactants are: [N+:1]([O-:4])(O)=[O:2].C[N:6]1[CH:10]=[CH:9][CH:8]=[C:7]1[C:11]([OH:13])=[O:12].[CH3:14]C(OC(C)=O)=O. (5) Given the product [CH3:15][C@:6]12[CH2:10][CH2:9][CH2:8][N:7]1[CH:3]([C:2]([Cl:1])([Cl:12])[Cl:13])[O:4][C:5]2=[O:11], predict the reactants needed to synthesize it. The reactants are: [Cl:1][C:2]([Cl:13])([Cl:12])[CH:3]1[N:7]2[CH2:8][CH2:9][CH2:10][C@@H:6]2[C:5](=[O:11])[O:4]1.[Li+].[CH3:15]C([N-]C(C)C)C.C1COCC1.CCCCCCC.ICI. (6) Given the product [CH2:19]([O:18][C:16](=[O:17])[NH:14][C:4]1[CH:5]=[CH:6][C:7]([N:8]2[CH:12]=[C:11]([CH3:13])[N:10]=[N:9]2)=[C:2]([F:1])[CH:3]=1)[C:20]1[CH:25]=[CH:24][CH:23]=[CH:22][CH:21]=1, predict the reactants needed to synthesize it. The reactants are: [F:1][C:2]1[CH:3]=[C:4]([NH2:14])[CH:5]=[CH:6][C:7]=1[N:8]1[CH:12]=[C:11]([CH3:13])[N:10]=[N:9]1.Cl[C:16]([O:18][CH2:19][C:20]1[CH:25]=[CH:24][CH:23]=[CH:22][CH:21]=1)=[O:17]. (7) Given the product [F:1][C:2]1[CH:3]=[C:4]([C:12]2[N:13]=[C:14]([NH2:17])[NH:15][CH:16]=2)[CH:5]=[CH:6][C:7]=1[C:8]([F:11])([F:9])[F:10], predict the reactants needed to synthesize it. The reactants are: [F:1][C:2]1[CH:3]=[C:4]([C:12]2[N:13]=[C:14]([NH:17]C(=O)C)[NH:15][CH:16]=2)[CH:5]=[CH:6][C:7]=1[C:8]([F:11])([F:10])[F:9].OS(O)(=O)=O.[K]. (8) Given the product [CH3:12][O:13][C:14]1[CH:15]=[CH:16][C:17]([OH:22])=[C:18]([C:19]2[N:2]([CH3:1])[N:3]=[C:4]([C:6]3[CH:11]=[CH:10][CH:9]=[CH:8][N:7]=3)[N:5]=2)[CH:21]=1, predict the reactants needed to synthesize it. The reactants are: [CH3:1][NH:2][NH:3][C:4]([C:6]1[CH:11]=[CH:10][CH:9]=[CH:8][N:7]=1)=[NH:5].[CH3:12][O:13][C:14]1[CH:15]=[CH:16][C:17]([OH:22])=[C:18]([CH:21]=1)[CH:19]=O.